This data is from Forward reaction prediction with 1.9M reactions from USPTO patents (1976-2016). The task is: Predict the product of the given reaction. (1) Given the reactants [CH3:1][N:2]([CH2:45][C:46](O)=[O:47])[C:3](=[O:44])[C:4]1[CH:9]=[CH:8][CH:7]=[C:6]([C:10](=[O:43])[NH:11][C:12]2[CH:17]=[CH:16][C:15]([N:18]3[CH2:23][CH2:22][CH2:21][CH2:20][CH2:19]3)=[CH:14][C:13]=2[C:24]2[CH:29]=[C:28]([C:30](=[O:42])[NH:31][C@@H:32]3[C:41]4[C:36](=[CH:37][CH:38]=[CH:39][CH:40]=4)[CH2:35][CH2:34][CH2:33]3)[CH:27]=[CH:26][N:25]=2)[CH:5]=1.CCN=C=NCCCN(C)C.Cl.[N:61]1([CH2:67][CH2:68][O:69][CH2:70][CH2:71][OH:72])[CH2:66][CH2:65][NH:64][CH2:63][CH2:62]1, predict the reaction product. The product is: [OH:72][CH2:71][CH2:70][O:69][CH2:68][CH2:67][N:61]1[CH2:66][CH2:65][N:64]([C:46](=[O:47])[CH2:45][N:2]([CH3:1])[C:3](=[O:44])[C:4]2[CH:9]=[CH:8][CH:7]=[C:6]([C:10]([NH:11][C:12]3[CH:17]=[CH:16][C:15]([N:18]4[CH2:23][CH2:22][CH2:21][CH2:20][CH2:19]4)=[CH:14][C:13]=3[C:24]3[CH:29]=[C:28]([C:30](=[O:42])[NH:31][C@@H:32]4[C:41]5[C:36](=[CH:37][CH:38]=[CH:39][CH:40]=5)[CH2:35][CH2:34][CH2:33]4)[CH:27]=[CH:26][N:25]=3)=[O:43])[CH:5]=2)[CH2:63][CH2:62]1. (2) Given the reactants [Cl-].[F:2][C:3]1[C:12]2[C:7](=[CH:8][CH:9]=[CH:10][CH:11]=2)[CH:6]=[CH:5][C:4]=1[O:13][CH2:14][CH2:15][NH3+:16].[S:17]1[CH:21]=[CH:20][CH:19]=[C:18]1[CH:22]=O, predict the reaction product. The product is: [F:2][C:3]1[C:12]2[C:7](=[CH:8][CH:9]=[CH:10][CH:11]=2)[CH:6]=[CH:5][C:4]=1[O:13][CH2:14][CH2:15][NH:16][CH2:22][C:18]1[S:17][CH:21]=[CH:20][CH:19]=1. (3) Given the reactants [CH2:1]1[CH:6]2[CH2:7][C:8]3([NH2:11])[CH2:10][CH:4]([CH2:5]2)[CH2:3][CH:2]1[CH2:9]3.[Br:12][C:13]1[S:14][C:15]([CH2:18]C=O)=[CH:16][N:17]=1, predict the reaction product. The product is: [Br:12][C:13]1[S:14][C:15]([CH2:18][NH:11][C:8]23[CH2:10][CH:4]4[CH2:5][CH:6]([CH2:1][CH:2]([CH2:3]4)[CH2:9]2)[CH2:7]3)=[CH:16][N:17]=1. (4) Given the reactants [OH:1][C:2]1[CH:3]=[C:4]([CH:7]=[CH:8][CH:9]=1)[C:5]#[N:6].[CH3:10][N:11]1[CH2:16][CH2:15][CH:14](O)[CH2:13][CH2:12]1.C1(P(C2C=CC=CC=2)C2C=CC=CC=2)C=CC=CC=1.N(C(OC(C)C)=O)=NC(OC(C)C)=O, predict the reaction product. The product is: [CH3:10][N:11]1[CH2:16][CH2:15][CH:14]([O:1][C:2]2[CH:3]=[C:4]([CH:7]=[CH:8][CH:9]=2)[C:5]#[N:6])[CH2:13][CH2:12]1. (5) Given the reactants [N:1]1[CH:6]=[CH:5][C:4]([C:7]2[N:11]3[N:12]=[C:13]([NH:16][C@H:17]4[CH2:22][CH2:21][C@H:20](O)[CH2:19][CH2:18]4)[CH:14]=[CH:15][C:10]3=[N:9][CH:8]=2)=[CH:3][CH:2]=1.C(N(S(F)(F)F)CC)C.C([O-])(O)=O.[Na+], predict the reaction product. The product is: [CH:17]1([NH:16][C:13]2[CH:14]=[CH:15][C:10]3[N:11]([C:7]([C:4]4[CH:3]=[CH:2][N:1]=[CH:6][CH:5]=4)=[CH:8][N:9]=3)[N:12]=2)[CH2:22][CH2:21][CH:20]=[CH:19][CH2:18]1. (6) Given the reactants [C:1]([O:7][CH2:8][CH3:9])(=[O:6])[CH2:2][C:3]([CH3:5])=O.[Br:10][C:11]1[CH:12]=[C:13]([CH:16]=[CH:17][C:18]=1[F:19])[CH:14]=O.[NH4+:20].[OH-:21], predict the reaction product. The product is: [Br:10][C:11]1[CH:12]=[C:13]([CH:14]2[C:2]([C:1]([O:7][CH2:8][CH3:9])=[O:6])=[C:3]([CH3:5])[NH:20][C:3]([CH3:5])=[C:2]2[C:1]([O:7][CH2:8][CH3:9])=[O:21])[CH:16]=[CH:17][C:18]=1[F:19]. (7) Given the reactants [NH2:1][C@@H:2]([CH2:6][CH2:7][C:8]([NH:10][C@H:11]([C:14]([NH:16][CH2:17][C:18]([OH:20])=[O:19])=[O:15])[CH2:12][SH:13])=[O:9])[C:3]([OH:5])=[O:4].Cl.[N:22]([O-])=[O:23].[Na+], predict the reaction product. The product is: [N:22]([S:13][CH2:12][C@@H:11]([C:14]([NH:16][CH2:17][C:18]([OH:20])=[O:19])=[O:15])[NH:10][C:8](=[O:9])[CH2:7][CH2:6][C@@H:2]([C:3]([OH:5])=[O:4])[NH2:1])=[O:23].